From a dataset of Forward reaction prediction with 1.9M reactions from USPTO patents (1976-2016). Predict the product of the given reaction. (1) Given the reactants Br[C:2]1[CH:3]=[C:4]2[C:9](=[CH:10][CH:11]=1)[N:8]=[CH:7][CH:6]=[CH:5]2.[CH2:12]([OH:15])[CH:13]=[CH2:14].C1(N(C)C2CCCCC2)CCCCC1, predict the reaction product. The product is: [N:8]1[C:9]2[C:4](=[CH:3][C:2]([CH2:14][CH2:13][CH:12]=[O:15])=[CH:11][CH:10]=2)[CH:5]=[CH:6][CH:7]=1. (2) Given the reactants Cl[CH2:2][C:3]1[CH:21]=[CH:20][C:6]([O:7][CH2:8][C:9]2[N:10]=[C:11]([C:15]3[O:16][CH:17]=[CH:18][CH:19]=3)[O:12][C:13]=2[CH3:14])=[C:5]([O:22][CH3:23])[CH:4]=1.[OH:24][C:25]1[C:29]([C:30]([O:32][CH2:33][CH3:34])=[O:31])=[CH:28][N:27]([C:35]2[CH:40]=[CH:39][CH:38]=[CH:37][CH:36]=2)[N:26]=1.C(=O)([O-])[O-].[K+].[K+].CN(C)C=O, predict the reaction product. The product is: [O:16]1[CH:17]=[CH:18][CH:19]=[C:15]1[C:11]1[O:12][C:13]([CH3:14])=[C:9]([CH2:8][O:7][C:6]2[CH:20]=[CH:21][C:3]([CH2:2][O:24][C:25]3[C:29]([C:30]([O:32][CH2:33][CH3:34])=[O:31])=[CH:28][N:27]([C:35]4[CH:40]=[CH:39][CH:38]=[CH:37][CH:36]=4)[N:26]=3)=[CH:4][C:5]=2[O:22][CH3:23])[N:10]=1. (3) Given the reactants [CH3:1][O:2][CH2:3][C:4](Cl)=[O:5].[O:7]1[C:11]2[CH:12]=[CH:13][CH:14]=[CH:15][C:10]=2[N:9]=[C:8]1[C:16]1[C:17]([NH2:33])=[N:18][CH:19]=[C:20]([C:22]2[CH:23]=[N:24][N:25]([CH:27]3[CH2:32][CH2:31][NH:30][CH2:29][CH2:28]3)[CH:26]=2)[CH:21]=1.C(N(C(C)C)C(C)C)C1C=CC=CC=1, predict the reaction product. The product is: [NH2:33][C:17]1[N:18]=[CH:19][C:20]([C:22]2[CH:23]=[N:24][N:25]([CH:27]3[CH2:32][CH2:31][N:30]([C:4](=[O:5])[CH2:3][O:2][CH3:1])[CH2:29][CH2:28]3)[CH:26]=2)=[CH:21][C:16]=1[C:8]1[O:7][C:11]2[CH:12]=[CH:13][CH:14]=[CH:15][C:10]=2[N:9]=1.